Dataset: Full USPTO retrosynthesis dataset with 1.9M reactions from patents (1976-2016). Task: Predict the reactants needed to synthesize the given product. (1) Given the product [Cl:3][C:4]1[CH:12]=[C:11]2[C:7]([CH:8]=[N:9][N:10]2[CH3:21])=[C:6]([C:13]2[N:14]=[CH:15][N:16]=[C:17]([OH:19])[CH:18]=2)[CH:5]=1.[Cl:3][C:4]1[CH:5]=[C:6]([C:13]2[N:14]=[CH:15][N:16]=[C:17]([OH:19])[CH:18]=2)[C:7]2[C:11]([CH:12]=1)=[N:10][N:9]([CH3:21])[CH:8]=2, predict the reactants needed to synthesize it. The reactants are: CI.[Cl:3][C:4]1[CH:12]=[C:11]2[C:7]([CH:8]=[N:9][NH:10]2)=[C:6]([C:13]2[CH:18]=[C:17]([O:19]C)[N:16]=[CH:15][N:14]=2)[CH:5]=1.[C:21]([O-])([O-])=O.[K+].[K+].Br. (2) The reactants are: [Cl:1][CH:2]([CH3:8])[CH2:3][CH2:4][C:5](Cl)=[O:6].[C:9]1([C:15]([C:18]2[CH:23]=[CH:22][CH:21]=[CH:20][CH:19]=2)=[N:16][NH2:17])[CH:14]=[CH:13][CH:12]=[CH:11][CH:10]=1.N1C=CC=CC=1.C(OCC)(=O)C. Given the product [Cl:1][CH:2]([CH3:8])[CH2:3][CH2:4][C:5]([NH:17][N:16]=[C:15]([C:9]1[CH:14]=[CH:13][CH:12]=[CH:11][CH:10]=1)[C:18]1[CH:23]=[CH:22][CH:21]=[CH:20][CH:19]=1)=[O:6], predict the reactants needed to synthesize it. (3) The reactants are: [F:1][C:2]1[CH:37]=[C:36]([NH:38][C:39]([O:41][C:42]2[CH:47]=[CH:46][CH:45]=[CH:44][CH:43]=2)=[O:40])[CH:35]=[CH:34][C:3]=1[O:4][C:5]1[CH:10]=[CH:9][N:8]=[C:7]2[CH:11]=[C:12]([C:14]3[N:19]=[CH:18][C:17]([CH2:20][N:21]4[CH2:26][CH2:25][N:24](C(OC(C)(C)C)=O)[CH2:23][CH2:22]4)=[CH:16][CH:15]=3)[S:13][C:6]=12.CCN(CC)CC.[C:55]([O:58][CH2:59][C:60](Cl)=[O:61])(=[O:57])[CH3:56]. Given the product [C:55]([O:58][CH2:59][C:60]([N:24]1[CH2:23][CH2:22][N:21]([CH2:20][C:17]2[CH:18]=[N:19][C:14]([C:12]3[S:13][C:6]4[C:7](=[N:8][CH:9]=[CH:10][C:5]=4[O:4][C:3]4[CH:34]=[CH:35][C:36]([NH:38][C:39]([O:41][C:42]5[CH:43]=[CH:44][CH:45]=[CH:46][CH:47]=5)=[O:40])=[CH:37][C:2]=4[F:1])[CH:11]=3)=[CH:15][CH:16]=2)[CH2:26][CH2:25]1)=[O:61])(=[O:57])[CH3:56], predict the reactants needed to synthesize it. (4) Given the product [NH:39]1[C:40]2[C:36](=[CH:35][CH:34]=[C:33]([NH:32][C:31]([C:30]3[C:14]([N:11]4[CH2:10][CH2:9][NH:8][CH2:13][CH2:12]4)=[CH:15][C:16]4[NH:20][C:19]([NH:21][C@H:22]5[CH2:27][C@H:26]6[CH2:28][C@@H:23]5[CH2:24][CH2:25]6)=[N:18][C:17]=4[CH:29]=3)=[O:42])[CH:41]=2)[CH:37]=[N:38]1, predict the reactants needed to synthesize it. The reactants are: C(OC([N:8]1[CH2:13][CH2:12][N:11]([C:14]2[C:30]([C:31](=[O:42])[NH:32][C:33]3[CH:41]=[C:40]4[C:36]([CH:37]=[N:38][NH:39]4)=[CH:35][CH:34]=3)=[CH:29][C:17]3[N:18]=[C:19]([NH:21][C@H:22]4[CH2:27][C@H:26]5[CH2:28][C@@H:23]4[CH2:24][CH2:25]5)[NH:20][C:16]=3[CH:15]=2)[CH2:10][CH2:9]1)=O)(C)(C)C.Cl. (5) Given the product [Cl:1][C:2]1[C:3]([O:12][C:13]2[CH:18]=[C:17]([O:19][CH2:20][CH2:21][O:22][CH3:23])[CH:16]=[CH:15][C:14]=2[CH:24]([CH3:31])[CH2:25][CH2:26][OH:27])=[N:4][CH:5]=[C:6]([C:8]([F:10])([F:9])[F:11])[CH:7]=1, predict the reactants needed to synthesize it. The reactants are: [Cl:1][C:2]1[C:3]([O:12][C:13]2[CH:18]=[C:17]([O:19][CH2:20][CH2:21][O:22][CH3:23])[CH:16]=[CH:15][C:14]=2[CH:24]([CH3:31])[CH2:25][C:26](OCC)=[O:27])=[N:4][CH:5]=[C:6]([C:8]([F:11])([F:10])[F:9])[CH:7]=1.[H-].C([Al+]CC(C)C)C(C)C.[Cl-].[NH4+].